From a dataset of Forward reaction prediction with 1.9M reactions from USPTO patents (1976-2016). Predict the product of the given reaction. (1) Given the reactants C(N(CC)CC)C.C(O)=O.C1(P(C2C=CC=CC=2)C2C=CC=CC=2)C=CC=CC=1.[S:30]1[C:34]2[CH:35]=[C:36]([C:39]([N:41]3[CH2:48][CH2:47][C:46]4([CH3:50])[CH2:49][CH:42]3[CH2:43][C:44]3[CH:54]=[CH:53][C:52](OS(C(F)(F)F)(=O)=O)=[CH:51][C:45]=34)=[O:40])[CH:37]=[CH:38][C:33]=2[N:32]=[CH:31]1, predict the reaction product. The product is: [S:30]1[C:34]2[CH:35]=[C:36]([C:39]([N:41]3[CH2:48][CH2:47][C:46]4([CH3:50])[CH2:49][CH:42]3[CH2:43][C:44]3[CH:54]=[CH:53][CH:52]=[CH:51][C:45]=34)=[O:40])[CH:37]=[CH:38][C:33]=2[N:32]=[CH:31]1. (2) The product is: [Cl:15][C:10]1[C:11]([O:13][CH3:14])=[CH:12][C:7](/[CH:6]=[CH:5]/[C:4]([OH:22])=[O:3])=[C:8]([S:16](=[O:20])(=[O:21])[N:17]([CH3:18])[CH3:19])[CH:9]=1. Given the reactants C([O:3][C:4](=[O:22])/[CH:5]=[CH:6]/[C:7]1[CH:12]=[C:11]([O:13][CH3:14])[C:10]([Cl:15])=[CH:9][C:8]=1[S:16](=[O:21])(=[O:20])[N:17]([CH3:19])[CH3:18])C.[OH-].[Na+].Cl, predict the reaction product. (3) Given the reactants [CH3:1][O:2][C:3]1[CH:8]=[CH:7][C:6]([CH2:9][CH2:10][NH:11][C:12]2[CH:17]=[CH:16][CH:15]=[CH:14][N:13]=2)=[CH:5][CH:4]=1.C([O-])([O-])=O.[K+].[K+].[F:24][C:25]([F:39])([F:38])[C:26]1[CH:33]=[C:32]([C:34]([F:37])([F:36])[F:35])[CH:31]=[CH:30][C:27]=1[CH2:28]Br, predict the reaction product. The product is: [F:24][C:25]([F:38])([F:39])[C:26]1[CH:33]=[C:32]([C:34]([F:37])([F:35])[F:36])[CH:31]=[CH:30][C:27]=1[CH2:28][N:11]([CH2:10][CH2:9][C:6]1[CH:5]=[CH:4][C:3]([O:2][CH3:1])=[CH:8][CH:7]=1)[C:12]1[CH:17]=[CH:16][CH:15]=[CH:14][N:13]=1.